Dataset: Peptide-MHC class I binding affinity with 185,985 pairs from IEDB/IMGT. Task: Regression. Given a peptide amino acid sequence and an MHC pseudo amino acid sequence, predict their binding affinity value. This is MHC class I binding data. (1) The peptide sequence is PTPVNIIGRNL. The MHC is HLA-A33:01 with pseudo-sequence HLA-A33:01. The binding affinity (normalized) is 0. (2) The peptide sequence is GLYYQGSCYI. The MHC is HLA-A02:01 with pseudo-sequence HLA-A02:01. The binding affinity (normalized) is 0.849.